Task: Predict the reactants needed to synthesize the given product.. Dataset: Full USPTO retrosynthesis dataset with 1.9M reactions from patents (1976-2016) (1) Given the product [Br:1][C:2]1[CH:3]=[CH:4][C:5]([NH:8][C:16](=[O:17])[C:18]2[CH:23]=[CH:22][CH:21]=[CH:20][CH:19]=2)=[N:6][CH:7]=1, predict the reactants needed to synthesize it. The reactants are: [Br:1][C:2]1[CH:3]=[CH:4][C:5]([NH2:8])=[N:6][CH:7]=1.CCN(CC)CC.[C:16](Cl)([C:18]1[CH:23]=[CH:22][CH:21]=[CH:20][CH:19]=1)=[O:17]. (2) Given the product [CH3:18][O:17][C:15](=[O:16])[C:14]1[CH:19]=[CH:20][C:11]([CH2:2][CH3:1])=[CH:12][CH:13]=1, predict the reactants needed to synthesize it. The reactants are: [CH3:1][CH2:2][Mg+].[Br-].[Zn](CC)CC.Cl[C:11]1[CH:20]=[CH:19][C:14]([C:15]([O:17][CH3:18])=[O:16])=[CH:13][CH:12]=1.